From a dataset of Forward reaction prediction with 1.9M reactions from USPTO patents (1976-2016). Predict the product of the given reaction. (1) Given the reactants [Cl:1][C:2]1[CH:7]=[CH:6][C:5]([C:8]([C:11]2[N:15]([C:16]3[CH:21]=[CH:20][C:19]([F:22])=[CH:18][CH:17]=3)[C:14]([S:23][CH2:24][C:25]3[C:34]([F:35])=[CH:33][C:28]([O:29][CH2:30][CH2:31][OH:32])=[CH:27][C:26]=3[F:36])=[N:13][CH:12]=2)([CH3:10])[CH3:9])=[CH:4][C:3]=1[O:37][CH3:38].CCN(C(C)C)C(C)C.[CH3:48][S:49](Cl)(=[O:51])=[O:50], predict the reaction product. The product is: [CH3:48][S:49]([O:32][CH2:31][CH2:30][O:29][C:28]1[CH:27]=[C:26]([F:36])[C:25]([CH2:24][S:23][C:14]2[N:15]([C:16]3[CH:21]=[CH:20][C:19]([F:22])=[CH:18][CH:17]=3)[C:11]([C:8]([C:5]3[CH:6]=[CH:7][C:2]([Cl:1])=[C:3]([O:37][CH3:38])[CH:4]=3)([CH3:10])[CH3:9])=[CH:12][N:13]=2)=[C:34]([F:35])[CH:33]=1)(=[O:51])=[O:50]. (2) The product is: [Br:1][C:2]1[CH:3]=[CH:4][C:5]([CH:8]([O:29][C:36]2[CH:35]=[CH:34][CH:33]=[C:32]([O:31][CH3:30])[CH:37]=2)[CH2:9][CH2:10][N:11]2[CH2:16][CH2:15][CH:14]([C:17]3[CH:18]=[C:19]([NH:23][C:24](=[O:28])[CH:25]([CH3:26])[CH3:27])[CH:20]=[CH:21][CH:22]=3)[CH2:13][CH2:12]2)=[CH:6][CH:7]=1. Given the reactants [Br:1][C:2]1[CH:7]=[CH:6][C:5]([CH:8]([OH:29])[CH2:9][CH2:10][N:11]2[CH2:16][CH2:15][CH:14]([C:17]3[CH:18]=[C:19]([NH:23][C:24](=[O:28])[CH:25]([CH3:27])[CH3:26])[CH:20]=[CH:21][CH:22]=3)[CH2:13][CH2:12]2)=[CH:4][CH:3]=1.[CH3:30][O:31][C:32]1[CH:33]=[C:34](O)[CH:35]=[CH:36][CH:37]=1, predict the reaction product. (3) Given the reactants [NH:1]1[C:9]2[C:4](=[CH:5][C:6]([C:10]3[C:18]4[C:13](=[N:14][CH:15]=[C:16]([C:19]5[CH:24]=[CH:23][C:22]([CH2:25][N:26]6[CH2:31][CH2:30][NH:29][CH:28]([CH3:32])[CH2:27]6)=[CH:21][CH:20]=5)[CH:17]=4)[N:12](S(C4C=CC(C)=CC=4)(=O)=O)[CH:11]=3)=[CH:7][CH:8]=2)[CH:3]=[CH:2]1.CO.C(N(CC)CC)C.[C:52](OC(=O)C)(=[O:54])[CH3:53], predict the reaction product. The product is: [NH:1]1[C:9]2[C:4](=[CH:5][C:6]([C:10]3[C:18]4[C:13](=[N:14][CH:15]=[C:16]([C:19]5[CH:20]=[CH:21][C:22]([CH2:25][N:26]6[CH2:31][CH2:30][N:29]([C:52](=[O:54])[CH3:53])[CH:28]([CH3:32])[CH2:27]6)=[CH:23][CH:24]=5)[CH:17]=4)[NH:12][CH:11]=3)=[CH:7][CH:8]=2)[CH:3]=[CH:2]1.